From a dataset of Peptide-MHC class I binding affinity with 185,985 pairs from IEDB/IMGT. Regression. Given a peptide amino acid sequence and an MHC pseudo amino acid sequence, predict their binding affinity value. This is MHC class I binding data. (1) The MHC is H-2-Kb with pseudo-sequence H-2-Kb. The binding affinity (normalized) is 0.299. The peptide sequence is RYIIILAVL. (2) The peptide sequence is MAVLFVVTLI. The MHC is HLA-A68:02 with pseudo-sequence HLA-A68:02. The binding affinity (normalized) is 0.420. (3) The binding affinity (normalized) is 0.0847. The MHC is HLA-A02:01 with pseudo-sequence HLA-A02:01. The peptide sequence is ELAPIRVNA.